This data is from Forward reaction prediction with 1.9M reactions from USPTO patents (1976-2016). The task is: Predict the product of the given reaction. (1) Given the reactants [C:1]([O:5][C:6]([NH:8][C@@H:9]([C@H:21]([CH3:29])[CH2:22][CH:23]([CH3:28])[CH2:24][CH2:25][CH:26]=[CH2:27])[C:10]([N:12]1[CH2:16][C@H:15]([OH:17])[CH2:14][C@H:13]1[C:18](O)=[O:19])=[O:11])=[O:7])([CH3:4])([CH3:3])[CH3:2].CN(C(ON1N=NC2C=CC=NC1=2)=[N+](C)C)C.F[P-](F)(F)(F)(F)F.CCN(C(C)C)C(C)C.Cl.[NH2:64][C@:65]1([C:70]([NH:72][S:73]([C:76]2([CH2:79][F:80])[CH2:78][CH2:77]2)(=[O:75])=[O:74])=[O:71])[CH2:67][C@H:66]1[CH:68]=[CH2:69], predict the reaction product. The product is: [F:80][CH2:79][C:76]1([S:73]([NH:72][C:70]([C@@:65]2([NH:64][C:18]([C@@H:13]3[CH2:14][C@@H:15]([OH:17])[CH2:16][N:12]3[C:10](=[O:11])[C@@H:9]([NH:8][C:6](=[O:7])[O:5][C:1]([CH3:4])([CH3:2])[CH3:3])[C@H:21]([CH3:29])[CH2:22][CH:23]([CH3:28])[CH2:24][CH2:25][CH:26]=[CH2:27])=[O:19])[CH2:67][C@H:66]2[CH:68]=[CH2:69])=[O:71])(=[O:74])=[O:75])[CH2:77][CH2:78]1. (2) Given the reactants C(OP([CH2:9][C:10]([O:12][CH2:13]C)=[O:11])(OCC)=O)C.[H-].[Na+].[CH3:17][N:18]1[CH:22]=[CH:21][N:20]=[C:19]1[CH:23]=O.O, predict the reaction product. The product is: [CH3:17][N:18]1[CH:22]=[CH:21][N:20]=[C:19]1/[CH:23]=[CH:9]/[C:10]([O:12][CH3:13])=[O:11]. (3) Given the reactants [F:1][C:2]1[CH:7]=[CH:6][C:5]([F:8])=[CH:4][C:3]=1[CH:9]1[CH2:13][CH2:12][CH2:11][N:10]1[C:14]1[CH:19]=[CH:18][N:17]2[N:20]=[CH:21][C:22](/[CH:23]=[CH:24]/[C:25]([OH:27])=O)=[C:16]2[N:15]=1.CN(C(ON1N=[N:43][C:38]2[CH:39]=CC=N[C:37]1=2)=[N+](C)C)C.F[P-](F)(F)(F)(F)F.CCN(C(C)C)C(C)C.C(N)(C)C, predict the reaction product. The product is: [F:1][C:2]1[CH:7]=[CH:6][C:5]([F:8])=[CH:4][C:3]=1[CH:9]1[CH2:13][CH2:12][CH2:11][N:10]1[C:14]1[CH:19]=[CH:18][N:17]2[N:20]=[CH:21][C:22](/[CH:23]=[CH:24]/[C:25]([NH:43][CH:38]([CH3:39])[CH3:37])=[O:27])=[C:16]2[N:15]=1. (4) Given the reactants [H-].[Na+].[CH3:3][NH:4][C:5]1[N:9]([CH3:10])[C:8]([C:11]2[CH:16]=[CH:15][N:14]=[CH:13][CH:12]=2)=[N:7][N:6]=1.Cl[CH:18]([C:20]1[NH:24][N:23]([C:25]2[CH:30]=[CH:29][CH:28]=[C:27]([Cl:31])[CH:26]=2)[C:22](=[O:32])[N:21]=1)[CH3:19].[Cl-].[NH4+], predict the reaction product. The product is: [Cl:31][C:27]1[CH:26]=[C:25]([N:23]2[C:22](=[O:32])[NH:21][C:20]([CH:18]([N:4]([CH3:3])[C:5]3[N:9]([CH3:10])[C:8]([C:11]4[CH:16]=[CH:15][N:14]=[CH:13][CH:12]=4)=[N:7][N:6]=3)[CH3:19])=[N:24]2)[CH:30]=[CH:29][CH:28]=1.